This data is from Forward reaction prediction with 1.9M reactions from USPTO patents (1976-2016). The task is: Predict the product of the given reaction. (1) Given the reactants [C:1]1([OH:7])([OH:6])[CH:5]=CCC1.C(N([CH2:13][CH3:14])CC)C.[C:15]([O:18][C:19](=[O:21])[CH3:20])(=O)[CH3:16].Cl.Cl[CH2:24]Cl, predict the reaction product. The product is: [C:19]([O:18][C@@H:15]1[CH2:14][C@H:13]([O:7][C:1](=[O:6])[CH3:5])[CH:24]=[CH:16]1)(=[O:21])[CH3:20]. (2) Given the reactants FC(F)(F)C(O)=O.[C:8]1([C:14]2[CH:19]=[C:18]([CH:20]3[CH2:25][CH2:24][NH:23][CH2:22][CH2:21]3)[CH:17]=[CH:16][C:15]=2[NH:26][C:27]([C:29]2[NH:30][CH:31]=[C:32]([C:34]#[N:35])[N:33]=2)=[O:28])[CH2:13][CH2:12][CH2:11][CH2:10][CH:9]=1.CCN(C(C)C)C(C)C.Cl.[CH3:46][N:47]([CH2:49][C:50](Cl)=[O:51])[CH3:48], predict the reaction product. The product is: [C:8]1([C:14]2[CH:19]=[C:18]([CH:20]3[CH2:21][CH2:22][N:23]([C:50](=[O:51])[CH2:49][N:47]([CH3:48])[CH3:46])[CH2:24][CH2:25]3)[CH:17]=[CH:16][C:15]=2[NH:26][C:27]([C:29]2[NH:30][CH:31]=[C:32]([C:34]#[N:35])[N:33]=2)=[O:28])[CH2:13][CH2:12][CH2:11][CH2:10][CH:9]=1.